The task is: Predict the reaction yield, written as a fraction of the theoretical maximum amount of product (1.0 means a 100% yield; for example, 0.34 means a 34% yield).. This data is from Reaction yield outcomes from USPTO patents with 853,638 reactions. (1) The product is [N+:12]([C:15]1[CH:16]=[CH:17][C:18]([C:19]([NH:6][C:5]2[CH:7]=[CH:8][CH:9]=[C:3]([C:2]([F:10])([F:11])[F:1])[CH:4]=2)=[O:20])=[CH:22][CH:23]=1)([O-:14])=[O:13]. The catalyst is N1C=CC=CC=1. The yield is 0.967. The reactants are [F:1][C:2]([F:11])([F:10])[C:3]1[CH:4]=[C:5]([CH:7]=[CH:8][CH:9]=1)[NH2:6].[N+:12]([C:15]1[CH:23]=[CH:22][C:18]([C:19](Cl)=[O:20])=[CH:17][CH:16]=1)([O-:14])=[O:13]. (2) The product is [S:3]1[CH:4]=[N:5][N:6]=[C:2]1[NH:1][S:17]([C:14]1[CH:13]=[CH:12][C:11]([NH:10][C:7](=[O:9])[CH3:8])=[CH:16][CH:15]=1)(=[O:19])=[O:18]. The catalyst is N1C=CC=CC=1.Cl. The yield is 0.950. The reactants are [NH2:1][C:2]1[S:3][CH:4]=[N:5][N:6]=1.[C:7]([NH:10][C:11]1[CH:16]=[CH:15][C:14]([S:17](Cl)(=[O:19])=[O:18])=[CH:13][CH:12]=1)(=[O:9])[CH3:8].